From a dataset of NCI-60 drug combinations with 297,098 pairs across 59 cell lines. Regression. Given two drug SMILES strings and cell line genomic features, predict the synergy score measuring deviation from expected non-interaction effect. (1) Drug 1: C1=NC2=C(N=C(N=C2N1C3C(C(C(O3)CO)O)O)F)N. Drug 2: CC1CCC2CC(C(=CC=CC=CC(CC(C(=O)C(C(C(=CC(C(=O)CC(OC(=O)C3CCCCN3C(=O)C(=O)C1(O2)O)C(C)CC4CCC(C(C4)OC)OCCO)C)C)O)OC)C)C)C)OC. Cell line: U251. Synergy scores: CSS=-9.76, Synergy_ZIP=9.58, Synergy_Bliss=9.95, Synergy_Loewe=0.126, Synergy_HSA=-2.98. (2) Drug 1: CC1=C(C(CCC1)(C)C)C=CC(=CC=CC(=CC(=O)O)C)C. Drug 2: CC1CCCC2(C(O2)CC(NC(=O)CC(C(C(=O)C(C1O)C)(C)C)O)C(=CC3=CSC(=N3)C)C)C. Cell line: NCI-H322M. Synergy scores: CSS=39.6, Synergy_ZIP=3.02, Synergy_Bliss=1.52, Synergy_Loewe=-3.93, Synergy_HSA=3.42.